This data is from Forward reaction prediction with 1.9M reactions from USPTO patents (1976-2016). The task is: Predict the product of the given reaction. The product is: [Cl:16][C:14]1[N:15]=[C:11]([C:9]([NH:8][C@H:7]2[CH2:6][CH2:5][N:4]([C:19]3[S:20][C:21]4[C:27]([C:28]([O:30][CH2:31][CH3:32])=[O:29])=[CH:26][CH:25]=[CH:24][C:22]=4[N:23]=3)[CH2:3][C@H:2]2[NH:1][CH2:33][CH2:34][CH2:35][CH2:36][CH2:37][CH3:38])=[O:10])[NH:12][C:13]=1[CH2:17][CH3:18]. Given the reactants [NH2:1][C@H:2]1[C@@H:7]([NH:8][C:9]([C:11]2[NH:12][C:13]([CH2:17][CH3:18])=[C:14]([Cl:16])[N:15]=2)=[O:10])[CH2:6][CH2:5][N:4]([C:19]2[S:20][C:21]3[C:27]([C:28]([O:30][CH2:31][CH3:32])=[O:29])=[CH:26][CH:25]=[CH:24][C:22]=3[N:23]=2)[CH2:3]1.[CH:33](=O)[CH2:34][CH2:35][CH2:36][CH2:37][CH3:38].C(O[BH-](OC(=O)C)OC(=O)C)(=O)C.[Na+], predict the reaction product.